Dataset: HIV replication inhibition screening data with 41,000+ compounds from the AIDS Antiviral Screen. Task: Binary Classification. Given a drug SMILES string, predict its activity (active/inactive) in a high-throughput screening assay against a specified biological target. (1) The molecule is O=S(=O)(O)c1ccc(OCCCCCCCCOc2ccc(S(=O)(=O)O)cc2)cc1. The result is 0 (inactive). (2) The drug is C1COC2(CNCC3(CNC2)OCCO3)O1.Cl. The result is 0 (inactive). (3) The result is 0 (inactive). The compound is CC(C)CC(NC(=O)OC(C)(C)C)C(=O)Nc1ccc(Nc2nc(F)nc(-c3c4ccccc4c4n3CCS4)n2)cc1. (4) The molecule is C#CC(O)C=CCCCCCCCCCC=CCCCCCCCCCC=CC(O)C#C. The result is 0 (inactive). (5) The molecule is COC(=O)c1cc(C(=CCCCC=O)c2cc(Cl)c(OC)c(C(=O)OC)c2)cc(Cl)c1OC. The result is 0 (inactive). (6) The compound is O=C1NC(=S)SC1=Cc1c[nH]c2ccccc12. The result is 0 (inactive). (7) The drug is COc1ccc2c(c1O)C13CCN(C)C(C2)C1CCC1(C3)OCCO1. The result is 0 (inactive).